The task is: Predict the reactants needed to synthesize the given product.. This data is from Full USPTO retrosynthesis dataset with 1.9M reactions from patents (1976-2016). (1) Given the product [NH2:2][CH2:1][C:3]1([C:14]2[CH:19]=[CH:18][CH:17]=[CH:16][C:15]=2[CH3:20])[CH2:8][CH2:7][N:6]([C:9]([O:11][CH2:12][CH3:13])=[O:10])[CH2:5][CH2:4]1, predict the reactants needed to synthesize it. The reactants are: [C:1]([C:3]1([C:14]2[CH:19]=[CH:18][CH:17]=[CH:16][C:15]=2[CH3:20])[CH2:8][CH2:7][N:6]([C:9]([O:11][CH2:12][CH3:13])=[O:10])[CH2:5][CH2:4]1)#[N:2].Cl. (2) Given the product [Br:1][C:2]1[CH:7]=[CH:6][C:5]([C:8](=[O:10])[CH2:9][C:12](=[O:14])[CH3:11])=[CH:4][CH:3]=1, predict the reactants needed to synthesize it. The reactants are: [Br:1][C:2]1[CH:7]=[CH:6][C:5]([C:8](=[O:10])[CH3:9])=[CH:4][CH:3]=1.[CH3:11][C:12](C)([O-:14])C.[K+].C(OCC)(=O)C. (3) Given the product [CH3:26][C:25]([CH3:28])([CH3:27])[CH2:29][C:30]([N:14]1[CH2:15][CH2:16][CH:11]([CH2:10][CH2:9][CH2:8][C:7]([C:3]2[O:2][CH:6]=[CH:5][N:4]=2)=[O:17])[CH2:12][CH2:13]1)=[O:31], predict the reactants needed to synthesize it. The reactants are: Cl.[O:2]1[CH:6]=[CH:5][N:4]=[C:3]1[C:7](=[O:17])[CH2:8][CH2:9][CH2:10][CH:11]1[CH2:16][CH2:15][NH:14][CH2:13][CH2:12]1.CCN(CC)CC.[C:25]([CH2:29][C:30](Cl)=[O:31])([CH3:28])([CH3:27])[CH3:26]. (4) Given the product [ClH:35].[CH3:18][N:19]([CH3:20])[CH:14]1[CH2:13][CH2:12][C:11]2([C:1]3[C:10]4[C:5](=[CH:6][CH:7]=[CH:8][CH:9]=4)[CH:4]=[CH:3][CH:2]=3)[CH:15]1[CH2:16]2.[ClH:35], predict the reactants needed to synthesize it. The reactants are: [C:1]1([C:11]23[CH2:16][CH:15]2[C:14](=O)[CH2:13][CH2:12]3)[C:10]2[C:5](=[CH:6][CH:7]=[CH:8][CH:9]=2)[CH:4]=[CH:3][CH:2]=1.[CH3:18][NH:19][CH3:20].C(O[BH-](OC(=O)C)OC(=O)C)(=O)C.[Na+].[Cl:35]C(Cl)C. (5) Given the product [Cl:1][C:2]1[CH:3]=[C:4]([CH:8]=[CH:9][C:10]=1[Cl:11])[C:5]([C:13]([CH3:20])([CH3:19])[C:14]([O:16][CH2:17][CH3:18])=[O:15])=[O:6], predict the reactants needed to synthesize it. The reactants are: [Cl:1][C:2]1[CH:3]=[C:4]([CH:8]=[CH:9][C:10]=1[Cl:11])[C:5](Cl)=[O:6].Br[C:13]([CH3:20])([CH3:19])[C:14]([O:16][CH2:17][CH3:18])=[O:15]. (6) Given the product [P:1]([OH:30])([OH:35])([O:3][CH2:4][C:5]1[CH:6]=[CH:7][C:8]2[C:14]3[C:15]([O:23][CH3:24])=[C:16]([O:21][CH3:22])[C:17]([O:19][CH3:20])=[CH:18][C:13]=3[CH2:12][CH2:11][C@H:10]([NH:25][C:26](=[O:28])[CH3:27])[C:9]=2[CH:29]=1)=[O:2], predict the reactants needed to synthesize it. The reactants are: [P:1]([O:35]C(C)(C)C)([O:30]C(C)(C)C)([O:3][CH2:4][C:5]1[CH:6]=[CH:7][C:8]2[C:14]3[C:15]([O:23][CH3:24])=[C:16]([O:21][CH3:22])[C:17]([O:19][CH3:20])=[CH:18][C:13]=3[CH2:12][CH2:11][C@H:10]([NH:25][C:26](=[O:28])[CH3:27])[C:9]=2[CH:29]=1)=[O:2].Cl. (7) Given the product [CH:1]([C:4]1[CH:9]=[CH:8][C:7]([CH:10]2[C:14]3[C:15]([CH3:22])=[C:16]([NH:21][C:30]([C:26]4[S:25][CH:29]=[CH:28][CH:27]=4)=[O:31])[C:17]([CH3:20])=[C:18]([CH3:19])[C:13]=3[O:12][C:11]2([CH3:24])[CH3:23])=[CH:6][CH:5]=1)([CH3:3])[CH3:2], predict the reactants needed to synthesize it. The reactants are: [CH:1]([C:4]1[CH:9]=[CH:8][C:7]([CH:10]2[C:14]3[C:15]([CH3:22])=[C:16]([NH2:21])[C:17]([CH3:20])=[C:18]([CH3:19])[C:13]=3[O:12][C:11]2([CH3:24])[CH3:23])=[CH:6][CH:5]=1)([CH3:3])[CH3:2].[S:25]1[CH:29]=[CH:28][CH:27]=[C:26]1[C:30](Cl)=[O:31].